Dataset: Full USPTO retrosynthesis dataset with 1.9M reactions from patents (1976-2016). Task: Predict the reactants needed to synthesize the given product. Given the product [CH2:32]([O:31][CH:4]([O:3][CH2:1][CH3:2])[C:5]1[CH:6]=[CH:7][C:8]([C:11]2[S:19][C:18]3[C:13](=[N:14][CH:15]=[CH:16][C:17]=3[O:20][C:21]3[CH:26]=[CH:25][C:24]([NH2:27])=[CH:23][C:22]=3[F:30])[CH:12]=2)=[N:9][CH:10]=1)[CH3:33], predict the reactants needed to synthesize it. The reactants are: [CH2:1]([O:3][CH:4]([O:31][CH2:32][CH3:33])[C:5]1[CH:6]=[CH:7][C:8]([C:11]2[S:19][C:18]3[C:13](=[N:14][CH:15]=[CH:16][C:17]=3[O:20][C:21]3[CH:26]=[CH:25][C:24]([N+:27]([O-])=O)=[CH:23][C:22]=3[F:30])[CH:12]=2)=[N:9][CH:10]=1)[CH3:2].